Predict which catalyst facilitates the given reaction. From a dataset of Catalyst prediction with 721,799 reactions and 888 catalyst types from USPTO. (1) Product: [CH:36]1([CH:28]([C:25]2[CH:26]=[CH:27][C:22]([CH2:21][N:5]3[C:4](=[O:13])[C:3]4[C:7](=[C:8]([F:11])[CH:9]=[CH:10][C:2]=4[F:1])[C:6]3=[O:12])=[CH:23][CH:24]=2)[C:29]([O:31][C:32]([CH3:33])([CH3:35])[CH3:34])=[O:30])[CH2:40][CH2:39][CH2:38][CH2:37]1. The catalyst class is: 3. Reactant: [F:1][C:2]1[CH:10]=[CH:9][C:8]([F:11])=[C:7]2[C:3]=1[C:4](=[O:13])[NH:5][C:6]2=[O:12].C(=O)([O-])[O-].[Cs+].[Cs+].Br[CH2:21][C:22]1[CH:27]=[CH:26][C:25]([CH:28]([CH:36]2[CH2:40][CH2:39][CH2:38][CH2:37]2)[C:29]([O:31][C:32]([CH3:35])([CH3:34])[CH3:33])=[O:30])=[CH:24][CH:23]=1. (2) Reactant: [Br:1][C:2]1[CH:3]=[C:4]([CH2:8][CH2:9][NH2:10])[CH:5]=[CH:6][CH:7]=1.[C:11](O[C:11]([O:13][C:14]([CH3:17])([CH3:16])[CH3:15])=[O:12])([O:13][C:14]([CH3:17])([CH3:16])[CH3:15])=[O:12]. Product: [Br:1][C:2]1[CH:3]=[C:4]([CH:5]=[CH:6][CH:7]=1)[CH2:8][CH2:9][NH:10][C:11](=[O:12])[O:13][C:14]([CH3:17])([CH3:16])[CH3:15]. The catalyst class is: 4. (3) Reactant: [CH3:1][NH:2][CH2:3][CH2:4][C:5]1[CH:10]=[CH:9][C:8]([O:11]C)=[CH:7][CH:6]=1.B(Br)(Br)[Br:14]. Product: [BrH:14].[CH3:1][NH:2][CH2:3][CH2:4][C:5]1[CH:10]=[CH:9][C:8]([OH:11])=[CH:7][CH:6]=1. The catalyst class is: 2. (4) Reactant: [CH:1]1[C:10]2[C:5](=[C:6]([C:11]3[CH:16]=[CH:15][C:14]([C:17]([F:20])([F:19])[F:18])=[CH:13][C:12]=3[C:21]3[CH2:26][CH2:25][N:24]([C:27]([O:29][C:30]([CH3:33])([CH3:32])[CH3:31])=[O:28])[CH2:23][CH:22]=3)[CH:7]=[CH:8][CH:9]=2)[CH:4]=[CH:3][N:2]=1.C(O)(=O)C. Product: [CH2:1]1[C:10]2[C:5](=[C:6]([C:11]3[CH:16]=[CH:15][C:14]([C:17]([F:20])([F:18])[F:19])=[CH:13][C:12]=3[C:21]3[CH2:26][CH2:25][N:24]([C:27]([O:29][C:30]([CH3:33])([CH3:32])[CH3:31])=[O:28])[CH2:23][CH:22]=3)[CH:7]=[CH:8][CH:9]=2)[CH2:4][CH2:3][NH:2]1. The catalyst class is: 603. (5) Reactant: [CH3:1][C:2]1[CH:7]=[CH:6][N:5]=[CH:4][C:3]=1[N:8]1[CH2:12][CH2:11][NH:10][C:9]1=[O:13].I[C:15]1[CH:16]=[CH:17][C:18]2[S:22][CH:21]=[N:20][C:19]=2[CH:23]=1.N[C@@H]1CCCC[C@H]1N.P([O-])([O-])([O-])=O.[K+].[K+].[K+]. Product: [S:22]1[C:18]2[CH:17]=[CH:16][C:15]([N:10]3[CH2:11][CH2:12][N:8]([C:3]4[CH:4]=[N:5][CH:6]=[CH:7][C:2]=4[CH3:1])[C:9]3=[O:13])=[CH:23][C:19]=2[N:20]=[CH:21]1. The catalyst class is: 246. (6) Reactant: [CH3:1][O:2][C:3]1[CH:12]=[CH:11][C:10]2[NH:9][C:8](=[O:13])[C:7]3[S:14][CH:15]=[CH:16][C:6]=3[C:5]=2[C:4]=1[C:17]1[CH:22]=[CH:21][C:20]([C:23]([NH:26][C:27](=[O:33])[O:28][C:29]([CH3:32])([CH3:31])[CH3:30])([CH3:25])[CH3:24])=[CH:19][CH:18]=1.[Cl:34]N1C(=O)CCC1=O. Product: [Cl:34][C:11]1[C:10]2[NH:9][C:8](=[O:13])[C:7]3[S:14][CH:15]=[CH:16][C:6]=3[C:5]=2[C:4]([C:17]2[CH:22]=[CH:21][C:20]([C:23]([NH:26][C:27](=[O:33])[O:28][C:29]([CH3:32])([CH3:31])[CH3:30])([CH3:25])[CH3:24])=[CH:19][CH:18]=2)=[C:3]([O:2][CH3:1])[CH:12]=1. The catalyst class is: 3.